From a dataset of Full USPTO retrosynthesis dataset with 1.9M reactions from patents (1976-2016). Predict the reactants needed to synthesize the given product. (1) Given the product [CH:1]([N:4]1[C:8]([C:9]2[CH:10]=[C:11]3[N:17]([C:16]4[CH:19]=[C:20]([C:23]([NH:32][C:33]5[CH:37]=[CH:36][O:35][N:34]=5)=[O:24])[CH:21]=[CH:22][C:15]=4[O:14][CH2:13][CH2:12]3)[N:18]=2)=[N:7][CH:6]=[N:5]1)([CH3:3])[CH3:2], predict the reactants needed to synthesize it. The reactants are: [CH:1]([N:4]1[C:8]([C:9]2[CH:10]=[C:11]3[N:17]([N:18]=2)[C:16]2[CH:19]=[C:20]([C:23](O)=[O:24])[CH:21]=[CH:22][C:15]=2[O:14][CH2:13][CH2:12]3)=[N:7][CH:6]=[N:5]1)([CH3:3])[CH3:2].C(Cl)(=O)C(Cl)=O.[NH2:32][C:33]1[CH:37]=[CH:36][O:35][N:34]=1.C(N(CC)CC)C.C(=O)([O-])O.[Na+]. (2) Given the product [CH2:1]([N:8]1[C:16]2[C:11](=[CH:12][C:13]([OH:17])=[CH:14][CH:15]=2)[C:10]([C:18](=[O:20])/[CH:19]=[CH:28]/[C:27]2[CH:30]=[CH:31][C:32]([F:33])=[C:25]([F:24])[CH:26]=2)=[C:9]1[CH:21]([CH3:23])[CH3:22])[C:2]1[CH:3]=[CH:4][CH:5]=[CH:6][CH:7]=1, predict the reactants needed to synthesize it. The reactants are: [CH2:1]([N:8]1[C:16]2[C:11](=[CH:12][C:13]([OH:17])=[CH:14][CH:15]=2)[C:10]([C:18](=[O:20])[CH3:19])=[C:9]1[CH:21]([CH3:23])[CH3:22])[C:2]1[CH:7]=[CH:6][CH:5]=[CH:4][CH:3]=1.[F:24][C:25]1[CH:26]=[C:27]([CH:30]=[CH:31][C:32]=1[F:33])[CH:28]=O. (3) Given the product [N:46]1([CH2:8][C:7]2[C:6]([NH:10][CH:11]([C:13]3[CH:14]=[C:15]4[N:20]([C:21]=3[C:22]3[CH:27]=[CH:26][CH:25]=[CH:24][N:23]=3)[CH:19]=[CH:18][CH:17]=[CH:16]4)[CH3:12])=[N:5][CH:4]=[N:3][C:2]=2[NH2:1])[CH2:51][CH2:50][O:49][CH2:48][CH2:47]1, predict the reactants needed to synthesize it. The reactants are: [NH2:1][C:2]1[C:7]([CH:8]=O)=[C:6]([NH:10][CH:11]([C:13]2[CH:14]=[C:15]3[N:20]([C:21]=2[C:22]2[CH:27]=[CH:26][CH:25]=[CH:24][N:23]=2)[CH:19]=[CH:18][CH:17]=[CH:16]3)[CH3:12])[N:5]=[CH:4][N:3]=1.C(O)(=O)C.[BH-](OC(C)=O)(OC(C)=O)OC(C)=O.[Na+].[NH:46]1[CH2:51][CH2:50][O:49][CH2:48][CH2:47]1. (4) Given the product [Br:1][C:2]1[C:7]([NH2:8])=[N:6][CH:5]=[C:4]([N:11]2[CH2:12][CH2:13][O:14][CH2:15][CH2:16]2)[CH:3]=1, predict the reactants needed to synthesize it. The reactants are: [Br:1][C:2]1[CH:3]=[C:4]([N:11]2[CH2:16][CH2:15][O:14][CH2:13][CH2:12]2)[CH:5]=[N:6][C:7]=1[N+:8]([O-])=O.O.Cl[Sn]Cl. (5) Given the product [CH3:14][C:11]1[N:10]([CH2:15][C:16]2[C:25]3[C:20](=[CH:21][CH:22]=[CH:23][CH:24]=3)[CH:19]=[CH:18][CH:17]=2)[C:9]2[CH:8]=[C:7]([N:26]3[CH2:27][CH2:28][O:29][CH2:30][CH2:31]3)[CH:6]=[C:5]([C:3](=[O:4])[CH3:34])[C:13]=2[N:12]=1, predict the reactants needed to synthesize it. The reactants are: CN(OC)[C:3]([C:5]1[C:13]2[N:12]=[C:11]([CH3:14])[N:10]([CH2:15][C:16]3[C:25]4[C:20](=[CH:21][CH:22]=[CH:23][CH:24]=4)[CH:19]=[CH:18][CH:17]=3)[C:9]=2[CH:8]=[C:7]([N:26]2[CH2:31][CH2:30][O:29][CH2:28][CH2:27]2)[CH:6]=1)=[O:4].[CH3:34][Mg]Cl. (6) The reactants are: [Cl:1][C:2]1[C:3]2[C:10](Br)=[CH:9][NH:8][C:4]=2[N:5]=[CH:6][N:7]=1.[Li]CCCC.C1C=CC(S(N(S(C2C=CC=CC=2)(=O)=O)[F:27])(=O)=O)=CC=1. Given the product [Cl:1][C:2]1[C:3]2[C:10]([F:27])=[CH:9][NH:8][C:4]=2[N:5]=[CH:6][N:7]=1, predict the reactants needed to synthesize it.